This data is from Forward reaction prediction with 1.9M reactions from USPTO patents (1976-2016). The task is: Predict the product of the given reaction. (1) Given the reactants [K].[CH3:2][C:3]1([CH3:10])[NH:7][C:6](=[O:8])[NH:5][C:4]1=[O:9].[C:11]1([C:21](Cl)=[O:22])[C:20]2[C:15](=[CH:16][CH:17]=[CH:18][CH:19]=2)[CH:14]=[CH:13][CH:12]=1.C(OCC)(=O)C, predict the reaction product. The product is: [CH3:2][C:3]1([CH3:10])[NH:7][C:6](=[O:8])[N:5]([C:21]([C:11]2[C:20]3[C:15](=[CH:16][CH:17]=[CH:18][CH:19]=3)[CH:14]=[CH:13][CH:12]=2)=[O:22])[C:4]1=[O:9]. (2) Given the reactants Br[C:2]1[CH:7]=[C:6]([N+:8]([O-:10])=[O:9])[CH:5]=[C:4]([Cl:11])[CH:3]=1.[B:12]1([B:12]2[O:16][C:15]([CH3:18])([CH3:17])[C:14]([CH3:20])([CH3:19])[O:13]2)[O:16][C:15]([CH3:18])([CH3:17])[C:14]([CH3:20])([CH3:19])[O:13]1.C([O-])(=O)C.[K+].CS(C)=O, predict the reaction product. The product is: [Cl:11][C:4]1[CH:3]=[C:2]([B:12]2[O:16][C:15]([CH3:18])([CH3:17])[C:14]([CH3:20])([CH3:19])[O:13]2)[CH:7]=[C:6]([N+:8]([O-:10])=[O:9])[CH:5]=1.[CH3:17][C:15]([OH:16])([C:14]([CH3:20])([OH:13])[CH3:19])[CH3:18]. (3) The product is: [NH:9]1[C:17]2[C:12](=[CH:13][C:14]([C:18]3[O:8][N:7]=[C:4]([NH2:6])[N:5]=3)=[CH:15][CH:16]=2)[CH:11]=[CH:10]1. Given the reactants C[O-].[Na+].[C:4]([NH:7][OH:8])([NH2:6])=[NH:5].[NH:9]1[C:17]2[C:12](=[CH:13][C:14]([C:18](OC)=O)=[CH:15][CH:16]=2)[CH:11]=[CH:10]1, predict the reaction product. (4) The product is: [CH:26]1([NH:29][C:30](=[O:31])[C:32]2[CH:37]=[CH:36][C:35]([C:7]3[N:11]4[CH:12]=[C:13]([C:18]([N:20]5[CH2:25][CH2:24][CH2:23][CH2:22][CH2:21]5)=[O:19])[N:14]=[C:15]([S:16][CH3:17])[C:10]4=[N:9][CH:8]=3)=[CH:34][CH:33]=2)[CH2:27][CH2:28]1. Given the reactants CN(C=O)C.Br[C:7]1[N:11]2[CH:12]=[C:13]([C:18]([N:20]3[CH2:25][CH2:24][CH2:23][CH2:22][CH2:21]3)=[O:19])[N:14]=[C:15]([S:16][CH3:17])[C:10]2=[N:9][CH:8]=1.[CH:26]1([NH:29][C:30]([C:32]2[CH:37]=[CH:36][C:35](B3OC(C)(C)C(C)(C)O3)=[CH:34][CH:33]=2)=[O:31])[CH2:28][CH2:27]1.C(=O)([O-])O.[Na+], predict the reaction product. (5) Given the reactants [CH:1]1([N:6]2[CH2:12][C:11]([F:14])([F:13])[C:10](=[O:15])[N:9]([CH3:16])[C:8]3[CH:17]=[N:18][C:19]([NH:21][C:22]4[CH:30]=[CH:29][C:25]([C:26](O)=[O:27])=[CH:24][C:23]=4[O:31][CH3:32])=[N:20][C:7]2=3)[CH2:5][CH2:4][CH2:3][CH2:2]1.C(N(C(C)C)C(C)C)C.[F:42][C:43]([F:53])([F:52])[CH2:44][N:45]1[CH2:50][CH2:49][CH:48]([NH2:51])[CH2:47][CH2:46]1.Cl, predict the reaction product. The product is: [CH:1]1([N:6]2[CH2:12][C:11]([F:14])([F:13])[C:10](=[O:15])[N:9]([CH3:16])[C:8]3[CH:17]=[N:18][C:19]([NH:21][C:22]4[CH:30]=[CH:29][C:25]([C:26]([NH:51][CH:48]5[CH2:49][CH2:50][N:45]([CH2:44][C:43]([F:53])([F:42])[F:52])[CH2:46][CH2:47]5)=[O:27])=[CH:24][C:23]=4[O:31][CH3:32])=[N:20][C:7]2=3)[CH2:2][CH2:3][CH2:4][CH2:5]1.